This data is from Full USPTO retrosynthesis dataset with 1.9M reactions from patents (1976-2016). The task is: Predict the reactants needed to synthesize the given product. Given the product [CH3:26][O:25][C:23]1[CH:22]=[C:21]2[C:8]([C@@:9]3([CH3:30])[C@H:18]([CH2:19][S:20]2)[C@:17]2([CH3:27])[C@H:12]([C:13]([CH3:29])([CH3:28])[CH2:14][CH2:15][CH2:16]2)[CH2:11][CH2:10]3)=[C:7]([C:33]#[N:34])[CH:24]=1, predict the reactants needed to synthesize it. The reactants are: FC(F)(F)S(O[C:7]1[CH:24]=[C:23]([O:25][CH3:26])[CH:22]=[C:21]2[C:8]=1[C@@:9]1([CH3:30])[C@H:18]([CH2:19][S:20]2)[C@:17]2([CH3:27])[C@H:12]([C:13]([CH3:29])([CH3:28])[CH2:14][CH2:15][CH2:16]2)[CH2:11][CH2:10]1)(=O)=O.[CH3:33][N:34](C=O)C.